This data is from Full USPTO retrosynthesis dataset with 1.9M reactions from patents (1976-2016). The task is: Predict the reactants needed to synthesize the given product. Given the product [N:31]1[C:32](=[O:38])[C:19](=[O:18])[CH:20]=[C:29]2[C:30]=1[C:25]1[C:26](=[N:15][CH:2]=[CH:3][CH:4]=1)[CH:27]=[CH:28]2.[CH3:17][O:18][C:19]1[C:32]2[C:23](=[N:24][C:25]3[C:30]([N:31]=2)=[CH:29][CH:28]=[CH:27][CH:26]=3)[CH:22]=[CH:21][CH:20]=1.[CH3:33][C:34]1[CH:40]=[CH:39][C:37](=[O:38])[C:36](=[O:41])[CH:35]=1.[N:31]1[C:32](=[O:45])[C:19](=[O:18])[CH:20]=[C:29]2[C:30]=1[C:25]1[C:26](=[CH:21][CH:22]=[CH:23][N:24]=1)[CH:27]=[CH:28]2, predict the reactants needed to synthesize it. The reactants are: C[C:2]1[CH:3]=[CH:4]C2C=CC3[CH:4]=[CH:3][C:2](C)=[N:15]C=3C=2[N:15]=1.[CH3:17][O:18][C:19]1[C:32]2[C:23](=[N:24][C:25]3[C:30]([N:31]=2)=[CH:29][CH:28]=[CH:27][CH:26]=3)[CH:22]=[CH:21][CH:20]=1.[CH3:33][C:34]1[CH:35]=[C:36]([OH:41])[C:37](=[CH:39][CH:40]=1)[OH:38].C1(Cl)C(Cl)=C(Cl)C(=O)C(=[O:45])C=1Cl.